From a dataset of Forward reaction prediction with 1.9M reactions from USPTO patents (1976-2016). Predict the product of the given reaction. (1) Given the reactants [CH3:1][O:2][C:3]1[CH:4]=[C:5]2[C:10](=[CH:11][C:12]=1[O:13][CH2:14][CH:15]1[CH2:17][O:16]1)[N:9]=[CH:8][CH:7]=[C:6]2[O:18][C:19]1[C:20]([C:27]2[CH:32]=[CH:31][CH:30]=[CH:29][N:28]=2)=[N:21][C:22]([CH3:26])=[C:23]([CH3:25])[CH:24]=1.FC(F)(F)C(O)=[O:36].[OH-].[Na+].O, predict the reaction product. The product is: [CH3:25][C:23]1[CH:24]=[C:19]([O:18][C:6]2[C:5]3[C:10](=[CH:11][C:12]([O:13][CH2:14][CH:15]([OH:36])[CH2:17][OH:16])=[C:3]([O:2][CH3:1])[CH:4]=3)[N:9]=[CH:8][CH:7]=2)[C:20]([C:27]2[CH:32]=[CH:31][CH:30]=[CH:29][N:28]=2)=[N:21][C:22]=1[CH3:26]. (2) Given the reactants [CH:1]1([C:4]2[N:5]=[N:6][S:7][C:8]=2[C:9]([NH:11][C:12]2[CH:20]=[CH:19][CH:18]=[CH:17][C:13]=2[C:14]([OH:16])=[O:15])=O)[CH2:3][CH2:2]1.C(N(CC)CC)C.[I-].ClC1C=CC=C[N+]=1C, predict the reaction product. The product is: [CH:1]1([C:4]2[N:5]=[N:6][S:7][C:8]=2[C:9]2[O:15][C:14](=[O:16])[C:13]3[CH:17]=[CH:18][CH:19]=[CH:20][C:12]=3[N:11]=2)[CH2:3][CH2:2]1. (3) Given the reactants [CH2:1]([C:4]1[C:8]([CH2:9][CH2:10][CH2:11][OH:12])=[CH:7][N:6]([C:13]2[CH:18]=[CH:17][C:16]([C:19]([F:22])([F:21])[F:20])=[CH:15][N:14]=2)[N:5]=1)[CH2:2][CH3:3].O[C:24]1[C:28]([CH2:29][C:30]([O:32]C)=[O:31])=[CH:27][N:26]([CH3:34])[N:25]=1.C(P(CCCC)CCCC)CCC.N(C(N1CCCCC1)=O)=NC(N1CCCCC1)=O, predict the reaction product. The product is: [CH3:34][N:26]1[CH:27]=[C:28]([CH2:29][C:30]([OH:32])=[O:31])[C:24]([O:12][CH2:11][CH2:10][CH2:9][C:8]2[C:4]([CH2:1][CH2:2][CH3:3])=[N:5][N:6]([C:13]3[CH:18]=[CH:17][C:16]([C:19]([F:21])([F:20])[F:22])=[CH:15][N:14]=3)[CH:7]=2)=[N:25]1. (4) Given the reactants [CH3:1][C:2]1[N:11]=[CH:10][C:9]2[C:4](=[CH:5][CH:6]=[CH:7][C:8]=2F)[N:3]=1.C(N(CC)CC)C.[NH:20]1[CH2:25][CH2:24][NH:23][CH2:22][CH2:21]1.O, predict the reaction product. The product is: [CH3:1][C:2]1[N:11]=[CH:10][C:9]2[C:4](=[CH:5][CH:6]=[CH:7][C:8]=2[N:20]2[CH2:25][CH2:24][NH:23][CH2:22][CH2:21]2)[N:3]=1. (5) Given the reactants [CH3:1][C:2]1([C:7]2[O:11][C:10]([CH2:12][N:13]3[CH:17]=[CH:16][C:15]([NH2:18])=[N:14]3)=[CH:9][CH:8]=2)[O:6]CCO1.[Cl:19][C:20]1[CH:25]=[CH:24][C:23]([C:26]2[O:30][C:29]([CH3:31])=[N:28][C:27]=2[C:32](O)=[O:33])=[CH:22][CH:21]=1, predict the reaction product. The product is: [C:2]([C:7]1[O:11][C:10]([CH2:12][N:13]2[CH:17]=[CH:16][C:15]([NH:18][C:32]([C:27]3[N:28]=[C:29]([CH3:31])[O:30][C:26]=3[C:23]3[CH:24]=[CH:25][C:20]([Cl:19])=[CH:21][CH:22]=3)=[O:33])=[N:14]2)=[CH:9][CH:8]=1)(=[O:6])[CH3:1]. (6) Given the reactants Cl[C:2]1[C:11]2=[N:12][N:13](CC3C=CC(OC)=CC=3)[CH:14]=[C:10]2[C:9]2[CH:8]=[C:7]([O:24][CH3:25])[CH:6]=[CH:5][C:4]=2[N:3]=1.[CH3:26][N:27]1[CH2:32][CH2:31][N:30]([C:33]2[N:38]=[CH:37][C:36]([NH2:39])=[CH:35][CH:34]=2)[CH2:29][CH2:28]1.Cl, predict the reaction product. The product is: [CH3:25][O:24][C:7]1[CH:6]=[CH:5][C:4]2[N:3]=[C:2]([NH:39][C:36]3[CH:37]=[N:38][C:33]([N:30]4[CH2:31][CH2:32][N:27]([CH3:26])[CH2:28][CH2:29]4)=[CH:34][CH:35]=3)[C:11]3=[N:12][NH:13][CH:14]=[C:10]3[C:9]=2[CH:8]=1.